From a dataset of Reaction yield outcomes from USPTO patents with 853,638 reactions. Predict the reaction yield, written as a fraction of the theoretical maximum amount of product (1.0 means a 100% yield; for example, 0.34 means a 34% yield). (1) The reactants are [OH:1][C@@:2]1([C:9]#[C:10][C:11]2[CH:12]=[C:13]([N:20]3[C:24]4=[N:25][CH:26]=[CH:27][CH:28]=[C:23]4[C:22]([C:29]([O:31]C)=O)=[N:21]3)[CH:14]=[C:15]([CH:17]([OH:19])[CH3:18])[CH:16]=2)[CH2:6][CH2:5][N:4]([CH3:7])[C:3]1=[O:8].[NH3:33]. The catalyst is CO. The product is [OH:1][C@@:2]1([C:9]#[C:10][C:11]2[CH:12]=[C:13]([N:20]3[C:24]4=[N:25][CH:26]=[CH:27][CH:28]=[C:23]4[C:22]([C:29]([NH2:33])=[O:31])=[N:21]3)[CH:14]=[C:15]([CH:17]([OH:19])[CH3:18])[CH:16]=2)[CH2:6][CH2:5][N:4]([CH3:7])[C:3]1=[O:8]. The yield is 0.220. (2) The reactants are [C:1](OC(=O)NC(C1C=CC(CNC([C@H]2N3C(=O)C(NCC4C=CC=CC=4)=CN=C3CC2)=O)=CC=1)=N)(C)(C)[CH3:2].[CH2:39]([O:46][C:47](=[O:87])[N:48]([CH2:84][CH:85]=[CH2:86])[C:49]1[C:54](=[O:55])[N:53]2[C@H:56]([C:61](=[O:83])[NH:62][CH2:63][C:64]3[CH:69]=[CH:68][C:67]([C:70]([NH:72][C:73]([O:75][CH2:76][C:77]4[CH:82]=[CH:81][CH:80]=[CH:79][CH:78]=4)=[O:74])=[NH:71])=[CH:66][CH:65]=3)[CH2:57][C@:58]([NH2:60])([CH3:59])[C:52]2=[N:51][CH:50]=1)[C:40]1[CH:45]=[CH:44][CH:43]=[CH:42][CH:41]=1.C(=O)C.[BH-](OC(C)=O)(OC(C)=O)OC(C)=O.[Na+]. No catalyst specified. The product is [CH2:39]([O:46][C:47](=[O:87])[N:48]([CH2:84][CH:85]=[CH2:86])[C:49]1[C:54](=[O:55])[N:53]2[C@H:56]([C:61](=[O:83])[NH:62][CH2:63][C:64]3[CH:69]=[CH:68][C:67]([C:70]([NH:72][C:73]([O:75][CH2:76][C:77]4[CH:78]=[CH:79][CH:80]=[CH:81][CH:82]=4)=[O:74])=[NH:71])=[CH:66][CH:65]=3)[CH2:57][C@:58]([NH:60][CH2:1][CH3:2])([CH3:59])[C:52]2=[N:51][CH:50]=1)[C:40]1[CH:45]=[CH:44][CH:43]=[CH:42][CH:41]=1. The yield is 0.540.